From a dataset of Choline transporter screen with 302,306 compounds. Binary Classification. Given a drug SMILES string, predict its activity (active/inactive) in a high-throughput screening assay against a specified biological target. (1) The drug is O1CCC(CC1)(CNC(=O)C(N1CCOCC1)C)c1ccccc1. The result is 0 (inactive). (2) The compound is O(C(=O)N1CCC(Nc2nc3c(n4nnnc24)cccc3)CC1)CC. The result is 0 (inactive). (3) The drug is Clc1c(NC(=O)c2sccc2Oc2c(F)cc([N+]([O-])=O)cc2)cc(OCCOC)c(Cl)c1. The result is 0 (inactive). (4) The molecule is Clc1c(N2CCCC2)cn[nH]c1=O. The result is 1 (active). (5) The drug is O(c1cc(N2CCN(CC2)c2ncnc3n(ncc23)c2c(cc(cc2)C)C)ccc1)C. The result is 0 (inactive). (6) The compound is Clc1cc(C(=O)c2sc3nc(N)c(c(SC)c3c2N)C#N)ccc1Cl. The result is 0 (inactive). (7) The molecule is S(c1nc2c(nc1N1CCOCC1)cccc2)CC(=O)Nc1cc(OC)ccc1. The result is 0 (inactive). (8) The drug is O=C(NC(C1C2CC(C1)CC2)C)c1cn(nc1)CC. The result is 0 (inactive). (9) The compound is O=c1n(CC(=O)Nc2cccnc2)c(=O)[nH]c2c1cccc2. The result is 0 (inactive).